This data is from Forward reaction prediction with 1.9M reactions from USPTO patents (1976-2016). The task is: Predict the product of the given reaction. (1) The product is: [CH2:31]([O:30][CH:5]([CH2:6][C:7]1[CH:12]=[CH:11][C:10]([O:13][CH2:14][C:15]2[S:19][C:18]([C:20]3[CH:25]=[CH:24][CH:23]=[C:22]([O:26][CH3:27])[CH:21]=3)=[N:17][C:16]=2[CH3:28])=[CH:9][C:8]=1[CH3:29])[C:4]([OH:33])=[O:3])[CH3:32]. Given the reactants C([O:3][C:4](=[O:33])[CH:5]([O:30][CH2:31][CH3:32])[CH2:6][C:7]1[CH:12]=[CH:11][C:10]([O:13][CH2:14][C:15]2[S:19][C:18]([C:20]3[CH:25]=[CH:24][CH:23]=[C:22]([O:26][CH3:27])[CH:21]=3)=[N:17][C:16]=2[CH3:28])=[CH:9][C:8]=1[CH3:29])C.[Li+].[OH-], predict the reaction product. (2) The product is: [Cl:8][C:5]1[CH:4]=[C:3]2[C:2](=[CH:7][CH:6]=1)[N:1]=[C:21]([CH:17]1[CH2:20][CH2:19][CH2:18]1)[C:22]([C:23]#[N:24])=[C:9]2[C:11]1[CH:16]=[CH:15][CH:14]=[CH:13][CH:12]=1. Given the reactants [NH2:1][C:2]1[CH:7]=[CH:6][C:5]([Cl:8])=[CH:4][C:3]=1[C:9]([C:11]1[CH:16]=[CH:15][CH:14]=[CH:13][CH:12]=1)=O.[CH:17]1([C:21](=O)[CH2:22][C:23]#[N:24])[CH2:20][CH2:19][CH2:18]1, predict the reaction product. (3) Given the reactants [C:1]([O:5][C:6]([N:8]1[CH:12]([C:13]2[CH:18]=[CH:17][CH:16]=[CH:15][CH:14]=2)[CH2:11][CH:10](O)[CH:9]1[CH2:20][O:21][Si:22]([C:35]([CH3:38])([CH3:37])[CH3:36])([C:29]1[CH:34]=[CH:33][CH:32]=[CH:31][CH:30]=1)[C:23]1[CH:28]=[CH:27][CH:26]=[CH:25][CH:24]=1)=[O:7])([CH3:4])([CH3:3])[CH3:2].CC(OI1(OC(C)=O)(OC(C)=O)OC(=O)C2C=CC=CC1=2)=O.C[Si]([N-][Si](C)(C)C)(C)C.[Na+].N(C1C=CC=CC=1)(S(C(F)(F)F)(=O)=O)S(C(F)(F)F)(=O)=O.[F:92][C:93]1[CH:98]=[CH:97][C:96]([F:99])=[CH:95][C:94]=1B(O)O, predict the reaction product. The product is: [C:1]([O:5][C:6]([N:8]1[CH:12]([C:13]2[CH:18]=[CH:17][CH:16]=[CH:15][CH:14]=2)[CH:11]=[C:10]([C:94]2[CH:95]=[C:96]([F:99])[CH:97]=[CH:98][C:93]=2[F:92])[CH:9]1[CH2:20][O:21][Si:22]([C:35]([CH3:38])([CH3:37])[CH3:36])([C:23]1[CH:28]=[CH:27][CH:26]=[CH:25][CH:24]=1)[C:29]1[CH:30]=[CH:31][CH:32]=[CH:33][CH:34]=1)=[O:7])([CH3:4])([CH3:2])[CH3:3]. (4) Given the reactants Cl[C:2]1[C:7]([N+:8]([O-:10])=[O:9])=[CH:6][CH:5]=[C:4]([Cl:11])[N:3]=1.C([O-])([O-])=O.[Na+].[Na+].[CH3:18][NH2:19].O, predict the reaction product. The product is: [Cl:11][C:4]1[N:3]=[C:2]([NH:19][CH3:18])[C:7]([N+:8]([O-:10])=[O:9])=[CH:6][CH:5]=1.